This data is from Full USPTO retrosynthesis dataset with 1.9M reactions from patents (1976-2016). The task is: Predict the reactants needed to synthesize the given product. (1) Given the product [Br:1][C:2]1[CH:15]=[CH:14][C:13]2[C:4](=[C:5]([O:16][C@H:28]3[CH2:32][N:31]([C:33]([O:35][C:36]([CH3:39])([CH3:38])[CH3:37])=[O:34])[C@H:30]([C:40]([O:42][CH3:43])=[O:41])[CH2:29]3)[N:6]=[C:7]3[C:12]=2[CH:11]=[CH:10][CH:9]=[CH:8]3)[CH:3]=1, predict the reactants needed to synthesize it. The reactants are: [Br:1][C:2]1[CH:15]=[CH:14][C:13]2[C:4](=[C:5]([OH:16])[N:6]=[C:7]3[C:12]=2[CH:11]=[CH:10][CH:9]=[CH:8]3)[CH:3]=1.BrC1C=CC(S(O[C@@H:28]2[CH2:32][N:31]([C:33]([O:35][C:36]([CH3:39])([CH3:38])[CH3:37])=[O:34])[C@H:30]([C:40]([O:42][CH3:43])=[O:41])[CH2:29]2)(=O)=O)=CC=1.C([O-])([O-])=O.[Cs+].[Cs+].O. (2) The reactants are: [CH2:1]([NH:3][C:4]([C:6]1[CH:10]=[C:9]([C:11]2[S:12][C:13]([C:16]3[CH:21]=[CH:20][CH:19]=[C:18]([S:22]([CH3:25])(=[O:24])=[O:23])[CH:17]=3)=[CH:14][CH:15]=2)[N:8]([C:26]2[CH:31]=[CH:30][CH:29]=[CH:28][C:27]=2[Cl:32])[N:7]=1)=O)[CH3:2].COC1C=CC(P2(SP(C3C=CC(OC)=CC=3)(=S)S2)=[S:42])=CC=1.C1(C)C=CC=CC=1.C1C=CC=CC=1. Given the product [CH2:1]([NH:3][C:4]([C:6]1[CH:10]=[C:9]([C:11]2[S:12][C:13]([C:16]3[CH:21]=[CH:20][CH:19]=[C:18]([S:22]([CH3:25])(=[O:24])=[O:23])[CH:17]=3)=[CH:14][CH:15]=2)[N:8]([C:26]2[CH:31]=[CH:30][CH:29]=[CH:28][C:27]=2[Cl:32])[N:7]=1)=[S:42])[CH3:2], predict the reactants needed to synthesize it. (3) Given the product [F:8][C:9]1[CH:35]=[C:34]([F:36])[CH:33]=[CH:32][C:10]=1[O:11][CH:12]1[CH2:13][CH2:14][N:15]([C:18]2[N:23]=[C:22]3[CH2:24][N:25]([CH:2]=[O:1])[CH2:26][CH2:27][C:21]3=[N:20][C:19]=2[NH:28][CH:29]([CH3:31])[CH3:30])[CH2:16][CH2:17]1.[C:2]([OH:3])([C:4]([F:7])([F:6])[F:5])=[O:1], predict the reactants needed to synthesize it. The reactants are: [OH:1][C:2]([C:4]([F:7])([F:6])[F:5])=[O:3].[F:8][C:9]1[CH:35]=[C:34]([F:36])[CH:33]=[CH:32][C:10]=1[O:11][CH:12]1[CH2:17][CH2:16][N:15]([C:18]2[N:23]=[C:22]3[CH2:24][NH:25][CH2:26][CH2:27][C:21]3=[N:20][C:19]=2[NH:28][CH:29]([CH3:31])[CH3:30])[CH2:14][CH2:13]1.C([O-])([O-])=O.[Cs+].[Cs+].FC(F)I. (4) The reactants are: [CH:1]1([C:4]2[NH:5][CH:6]=[C:7]([C:9]3[CH:14]=[CH:13][C:12]([O:15][CH3:16])=[CH:11][C:10]=3[O:17][CH3:18])[N:8]=2)[CH2:3][CH2:2]1.[CH3:19][O:20]C(Cl)Cl. Given the product [CH:1]1([C:4]2[NH:5][CH:6]=[C:7]([C:9]3[C:10]([O:17][CH3:18])=[CH:11][C:12]([O:15][CH3:16])=[C:13]([CH:14]=3)[CH:19]=[O:20])[N:8]=2)[CH2:3][CH2:2]1, predict the reactants needed to synthesize it. (5) The reactants are: [CH3:1][C:2]1[O:6][CH:5]=[N:4][C:3]=1[C:7]([OH:9])=O.CCN(C(C)C)C(C)C.CN(C(ON1N=NC2C=CC=NC1=2)=[N+](C)C)C.F[P-](F)(F)(F)(F)F.[CH:43]1([C:48]2[CH:49]=[C:50]([NH2:60])[CH:51]=[N:52][C:53]=2[O:54][CH2:55][C:56]([F:59])([F:58])[F:57])[CH2:47][CH2:46][CH2:45][CH2:44]1. Given the product [CH:43]1([C:48]2[CH:49]=[C:50]([NH:60][C:7]([C:3]3[N:4]=[CH:5][O:6][C:2]=3[CH3:1])=[O:9])[CH:51]=[N:52][C:53]=2[O:54][CH2:55][C:56]([F:57])([F:58])[F:59])[CH2:44][CH2:45][CH2:46][CH2:47]1, predict the reactants needed to synthesize it. (6) Given the product [OH-:21].[NH4+:5].[CH2:1]1[C@@H:13]2[C@H:4]([N:5]([CH2:14][C:15]#[N:16])[C:6]3[CH:7]=[CH:8][CH:9]=[CH:10][C:11]=3[CH2:12]2)[CH2:3][CH2:2]1, predict the reactants needed to synthesize it. The reactants are: [CH2:1]1[C@H:13]2[C@H:4]([N:5]([CH2:14][C:15]#[N:16])[C:6]3[CH:7]=[CH:8][CH:9]=[CH:10][C:11]=3[CH2:12]2)[CH2:3][CH2:2]1.[H][H].C([OH:21])C.